Dataset: Full USPTO retrosynthesis dataset with 1.9M reactions from patents (1976-2016). Task: Predict the reactants needed to synthesize the given product. (1) Given the product [CH3:32][N:33]([CH3:34])[CH:5]([CH:8]1[CH2:10][CH:9]1[C:11]1[C:19]2[C:14](=[CH:15][CH:16]=[C:17]([C:20]#[N:21])[CH:18]=2)[NH:13][CH:12]=1)[CH3:6], predict the reactants needed to synthesize it. The reactants are: C([BH3-])#N.[Na+].[C:5]([C@@H:8]1[CH2:10][C@H:9]1[C:11]1[C:19]2[C:14](=[CH:15][CH:16]=[C:17]([C:20]#[N:21])[CH:18]=2)[N:13](S(C2C=CC(C)=CC=2)(=O)=O)[CH:12]=1)(=O)[CH3:6].[CH3:32][NH:33][CH3:34].C(O)(=O)C.[OH-].[Na+]. (2) Given the product [Br:14][CH:4]([C:5]1[CH:10]=[CH:9][CH:8]=[C:7]([O:11][CH3:12])[CH:6]=1)[C:3]([O:2][CH3:1])=[O:13], predict the reactants needed to synthesize it. The reactants are: [CH3:1][O:2][C:3](=[O:13])[CH2:4][C:5]1[CH:10]=[CH:9][CH:8]=[C:7]([O:11][CH3:12])[CH:6]=1.[Br:14]N1C(=O)CCC1=O.CC(N=NC(C#N)(C)C)(C#N)C. (3) Given the product [CH2:4]([CH:15]1[C:20](=[S:45](=[O:48])=[O:47])[C:19]([C:21]([F:23])([F:22])[F:24])=[CH:18][CH:17]=[C:16]1[C:25]1[N:38]([CH3:39])[C:28]2=[N:29][CH:30]=[C:31]([S:33][C:34]([F:35])([F:37])[F:36])[CH:32]=[C:27]2[N:26]=1)[CH3:8], predict the reactants needed to synthesize it. The reactants are: ClC1C=CC=[C:4]([C:8](OO)=O)C=1.C(S[C:15]1[CH:20]=[C:19]([C:21]([F:24])([F:23])[F:22])[CH:18]=[CH:17][C:16]=1[C:25]1[N:38]([CH3:39])[C:28]2=[N:29][CH:30]=[C:31]([S:33][C:34]([F:37])([F:36])[F:35])[CH:32]=[C:27]2[N:26]=1)C.C(=O)([O-])O.[Na+].[S:45]([O-])([O-:48])(=[O:47])=S.[Na+].[Na+]. (4) Given the product [F:1][C:2]1[CH:11]=[C:10]2[C:5]([C:6]([CH3:17])=[C:7]([C:12]#[N:13])[CH:8]=[N:9]2)=[CH:4][C:3]=1[O:15][CH3:16], predict the reactants needed to synthesize it. The reactants are: [F:1][C:2]1[CH:11]=[C:10]2[C:5]([C:6](Cl)=[C:7]([C:12]#[N:13])[CH:8]=[N:9]2)=[CH:4][C:3]=1[O:15][CH3:16].[CH3:17][Mg]Br. (5) Given the product [C:15]([C:13]1[CH:14]=[C:9]([NH:8][C:66]([NH:65][C:58]2[C:59]3[C:64](=[CH:63][CH:62]=[CH:61][CH:60]=3)[C:55]([O:54][C:52]3[CH:51]=[CH:50][N:49]=[C:48]([NH:47][C:32]4[CH:33]=[C:34]([O:36][CH2:37][CH2:38][O:39][CH2:40][CH2:41][O:42][CH2:43][CH2:44][O:45][CH3:46])[CH:35]=[C:30]([O:29][CH3:28])[CH:31]=4)[N:53]=3)=[CH:56][CH:57]=2)=[O:67])[C:10]([O:26][CH3:27])=[C:11]([NH:19][S:20]([N:23]([CH3:25])[CH3:24])(=[O:22])=[O:21])[CH:12]=1)([CH3:18])([CH3:17])[CH3:16], predict the reactants needed to synthesize it. The reactants are: C(N(CC)CC)C.[NH2:8][C:9]1[C:10]([O:26][CH3:27])=[C:11]([NH:19][S:20]([N:23]([CH3:25])[CH3:24])(=[O:22])=[O:21])[CH:12]=[C:13]([C:15]([CH3:18])([CH3:17])[CH3:16])[CH:14]=1.[CH3:28][O:29][C:30]1[CH:31]=[C:32]([NH:47][C:48]2[N:53]=[C:52]([O:54][C:55]3[C:64]4[C:59](=[CH:60][CH:61]=[CH:62][CH:63]=4)[C:58]([NH:65][C:66](=O)[O:67]C4C=CC=CC=4)=[CH:57][CH:56]=3)[CH:51]=[CH:50][N:49]=2)[CH:33]=[C:34]([O:36][CH2:37][CH2:38][O:39][CH2:40][CH2:41][O:42][CH2:43][CH2:44][O:45][CH3:46])[CH:35]=1.